Task: Predict the reactants needed to synthesize the given product.. Dataset: Full USPTO retrosynthesis dataset with 1.9M reactions from patents (1976-2016) (1) Given the product [CH:5]1([NH:8][C:9](=[O:39])[C:10]2[CH:15]=[CH:14][C:13]([CH3:16])=[C:12]([N:17]3[CH:22]=[CH:21][N:20]=[C:19]([NH:23][C:24]4([C:27]5[CH:32]=[CH:31][CH:30]=[CH:29][C:28]=5[O:33][CH2:34][C@H:35]([OH:36])[CH2:37][NH:4][CH2:3][CH2:1][OH:2])[CH2:25][CH2:26]4)[C:18]3=[O:38])[CH:11]=2)[CH2:6][CH2:7]1, predict the reactants needed to synthesize it. The reactants are: [CH2:1]([CH2:3][NH2:4])[OH:2].[CH:5]1([NH:8][C:9](=[O:39])[C:10]2[CH:15]=[CH:14][C:13]([CH3:16])=[C:12]([N:17]3[CH:22]=[CH:21][N:20]=[C:19]([NH:23][C:24]4([C:27]5[CH:32]=[CH:31][CH:30]=[CH:29][C:28]=5[O:33][CH2:34][C@H:35]5[CH2:37][O:36]5)[CH2:26][CH2:25]4)[C:18]3=[O:38])[CH:11]=2)[CH2:7][CH2:6]1. (2) Given the product [CH2:13]([C:15]1[N:16]=[C:17]([CH2:48][CH2:49][CH3:50])[N:18]([CH2:33][C:34]2[CH:39]=[CH:38][C:37]([C:40]3[CH:45]=[CH:44][CH:43]=[CH:42][C:41]=3[C:46]3[NH:3][C:4](=[O:7])[O:5][N:47]=3)=[CH:36][CH:35]=2)[C:19](=[O:32])[C:20]=1[C:21]1[CH:22]=[CH:23][C:24]([O:27][C:28]([F:30])([F:29])[F:31])=[CH:25][CH:26]=1)[CH3:14], predict the reactants needed to synthesize it. The reactants are: [Cl-].O[NH3+:3].[C:4](=[O:7])([O-])[OH:5].[Na+].CS(C)=O.[CH2:13]([C:15]1[N:16]=[C:17]([CH2:48][CH2:49][CH3:50])[N:18]([CH2:33][C:34]2[CH:39]=[CH:38][C:37]([C:40]3[C:41]([C:46]#[N:47])=[CH:42][CH:43]=[CH:44][CH:45]=3)=[CH:36][CH:35]=2)[C:19](=[O:32])[C:20]=1[C:21]1[CH:26]=[CH:25][C:24]([O:27][C:28]([F:31])([F:30])[F:29])=[CH:23][CH:22]=1)[CH3:14]. (3) Given the product [F:1][C:2]1[CH:3]=[C:4]([N:5]=[C:36]=[S:37])[CH:6]=[CH:7][C:8]=1[O:9][C:10]1[C:19]2[C:14](=[CH:15][C:16]([O:22][CH2:23][CH2:24][CH2:25][N:26]3[CH2:27][CH2:28][CH2:40][CH2:29][CH2:30]3)=[C:17]([O:20][CH3:21])[CH:18]=2)[NH:13][C:31](=[O:34])[CH:11]=1, predict the reactants needed to synthesize it. The reactants are: [F:1][C:2]1[CH:3]=[C:4]([CH:6]=[CH:7][C:8]=1[O:9][C:10]1[C:19]2[C:14](=[CH:15][C:16]([O:22][CH2:23][CH2:24][CH2:25][N:26]3[CH2:30][CH2:29][CH2:28][CH2:27]3)=[C:17]([O:20][CH3:21])[CH:18]=2)[N:13]=C[CH:11]=1)[NH2:5].[C:31]([O-:34])(O)=O.[Na+].[C:36](Cl)(Cl)=[S:37].[CH2:40](Cl)Cl. (4) The reactants are: [F:1][C:2]([F:13])([F:12])[CH:3]1[NH:8][CH2:7][CH:6]([C:9]([O-:11])=[O:10])[CH2:5][CH2:4]1.[C:14]([O-])([O-])=O.[K+].[K+].Cl[C:21]([O:23][CH2:24][C:25]1[CH:30]=[CH:29][CH:28]=[CH:27][CH:26]=1)=[O:22]. Given the product [F:13][C:2]([F:12])([F:1])[CH:3]1[N:8]([C:21]([O:23][CH2:24][C:25]2[CH:30]=[CH:29][CH:28]=[CH:27][CH:26]=2)=[O:22])[CH2:7][CH:6]([C:9]([O:11][CH3:14])=[O:10])[CH2:5][CH2:4]1, predict the reactants needed to synthesize it.